Dataset: Reaction yield outcomes from USPTO patents with 853,638 reactions. Task: Predict the reaction yield, written as a fraction of the theoretical maximum amount of product (1.0 means a 100% yield; for example, 0.34 means a 34% yield). The reactants are C(=O)(O)[O-].[Na+].[CH3:6][C:7]1[CH:8]=[CH:9][C:10]2[N:11]([CH:13]=[N:14][CH:15]=2)[CH:12]=1.[I:16]I. The catalyst is O.C(O)C. The product is [I:16][C:15]1[N:14]=[CH:13][N:11]2[CH:12]=[C:7]([CH3:6])[CH:8]=[CH:9][C:10]=12. The yield is 0.560.